From a dataset of Forward reaction prediction with 1.9M reactions from USPTO patents (1976-2016). Predict the product of the given reaction. (1) Given the reactants [CH:1]1([CH2:4][O:5][C:6]2([C:21]3[CH:26]=[CH:25][C:24]([F:27])=[CH:23][CH:22]=3)[CH2:11][CH2:10][C:9]([C:15]3[CH:20]=[CH:19][CH:18]=[CH:17][CH:16]=3)([C:12]([OH:14])=[O:13])[CH2:8][CH2:7]2)[CH2:3][CH2:2]1.[OH-].[Na+:29], predict the reaction product. The product is: [CH:1]1([CH2:4][O:5][C:6]2([C:21]3[CH:26]=[CH:25][C:24]([F:27])=[CH:23][CH:22]=3)[CH2:7][CH2:8][C:9]([C:15]3[CH:16]=[CH:17][CH:18]=[CH:19][CH:20]=3)([C:12]([O-:14])=[O:13])[CH2:10][CH2:11]2)[CH2:3][CH2:2]1.[Na+:29]. (2) Given the reactants N[C@H:4]([C:5]([OH:6])=[O:7])C[CH2:4][C:5](=[O:7])[OH:6].[NH2:11][CH2:12][C:13]([OH:15])=[O:14].N[C@H](C(O)=O)C(C)C, predict the reaction product. The product is: [NH2:11][C@H:12]([C:13]([OH:15])=[O:14])[CH2:4][C:5](=[O:6])[OH:7]. (3) Given the reactants [Br:1][C:2]1[CH:3]=[C:4]([CH:8]=[C:9]([OH:11])[CH:10]=1)[C:5]([OH:7])=O.N1C=CC=CC=1.[CH3:18][CH:19]([CH3:22])[CH2:20][NH2:21], predict the reaction product. The product is: [Br:1][C:2]1[CH:3]=[C:4]([CH:8]=[C:9]([OH:11])[CH:10]=1)[C:5]([NH:21][CH2:20][CH:19]([CH3:22])[CH3:18])=[O:7]. (4) Given the reactants [OH:1][CH:2]1[CH:7]([C:8]2[CH:13]=[CH:12][C:11]([OH:14])=[CH:10][CH:9]=2)[CH2:6][CH2:5][N:4]([C:15]([O:17][C:18]([CH3:21])([CH3:20])[CH3:19])=[O:16])[CH2:3]1.Br[CH2:23][CH2:24][CH2:25][O:26][C:27]1[CH:32]=[CH:31][CH:30]=[CH:29][CH:28]=1, predict the reaction product. The product is: [OH:1][CH:2]1[CH:7]([C:8]2[CH:9]=[CH:10][C:11]([O:14][CH2:23][CH2:24][CH2:25][O:26][C:27]3[CH:32]=[CH:31][CH:30]=[CH:29][CH:28]=3)=[CH:12][CH:13]=2)[CH2:6][CH2:5][N:4]([C:15]([O:17][C:18]([CH3:21])([CH3:20])[CH3:19])=[O:16])[CH2:3]1.